From a dataset of Reaction yield outcomes from USPTO patents with 853,638 reactions. Predict the reaction yield, written as a fraction of the theoretical maximum amount of product (1.0 means a 100% yield; for example, 0.34 means a 34% yield). (1) The product is [CH2:27]([NH:29][C:24]([C:7]1[C:8]2[C:9](=[N:10][C:11]([NH:14][C:15](=[O:23])[C:16]3[CH:21]=[CH:20][C:19]([CH3:22])=[CH:18][CH:17]=3)=[CH:12][CH:13]=2)[N:5]([C:1]([CH3:3])([CH3:2])[CH3:4])[CH:6]=1)=[O:26])[CH3:28]. The catalyst is CN(C=O)C. The reactants are [C:1]([N:5]1[C:9]2=[N:10][C:11]([NH:14][C:15](=[O:23])[C:16]3[CH:21]=[CH:20][C:19]([CH3:22])=[CH:18][CH:17]=3)=[CH:12][CH:13]=[C:8]2[C:7]([C:24]([OH:26])=O)=[CH:6]1)([CH3:4])([CH3:3])[CH3:2].[CH2:27]([NH2:29])[CH3:28].F[P-](F)(F)(F)(F)F.C[N+](C)=C(N(C)C)ON1C2N=CC=CC=2N=N1.C(N(CC)CC)C. The yield is 0.320. (2) The reactants are C([N:8]1[CH2:13][CH2:12][C:11]([C:15]2[CH:20]=[CH:19][C:18]([Cl:21])=[CH:17][CH:16]=2)(C)[CH2:10][CH2:9]1)C1C=CC=CC=1.ClC(OC(Cl)=O)C. The catalyst is C(Cl)Cl. The product is [Cl:21][C:18]1[CH:19]=[CH:20][C:15]([CH:11]2[CH:10]=[CH:9][NH:8][CH2:13][CH2:12]2)=[CH:16][CH:17]=1. The yield is 1.00. (3) The reactants are [CH3:1][O:2][C:3]([C:5]1[CH:6]=[C:7]([C:12]2[CH:17]=[CH:16][C:15]([CH3:18])=[CH:14][CH:13]=2)[CH:8]=[C:9]([NH2:11])[CH:10]=1)=[O:4].N1C=CC=CC=1.[C:25](OC(=O)C)(=[O:27])[CH3:26]. The catalyst is C(Cl)Cl.C(OCC)(=O)C. The product is [CH3:1][O:2][C:3]([C:5]1[CH:6]=[C:7]([C:12]2[CH:17]=[CH:16][C:15]([CH3:18])=[CH:14][CH:13]=2)[CH:8]=[C:9]([NH:11][C:25](=[O:27])[CH3:26])[CH:10]=1)=[O:4]. The yield is 1.00. (4) The reactants are C(Cl)(=O)C(Cl)=O.CS(C)=O.[Cl:11][C:12]1[CH:13]=[C:14]([C:18]([CH3:23])([CH3:22])[CH:19]([OH:21])[CH3:20])[CH:15]=[CH:16][CH:17]=1.CCN(CC)CC. The catalyst is C(Cl)Cl. The product is [Cl:11][C:12]1[CH:13]=[C:14]([C:18]([CH3:23])([CH3:22])[C:19](=[O:21])[CH3:20])[CH:15]=[CH:16][CH:17]=1. The yield is 0.990. (5) The reactants are [N:1]([CH2:4][CH2:5][NH:6]C(=O)CCCCCCCCCCCCC)=[N+:2]=[N-:3].[CH3:22][N:23]([CH3:38])[C:24]1[CH:33]=[CH:32][CH:31]=[C:30]2[C:25]=1[CH:26]=[CH:27][CH:28]=[C:29]2[S:34](Cl)(=[O:36])=[O:35].N(CCN)=[N+]=[N-].C(N(CC)CC)C. The catalyst is ClCCl. The product is [N:1]([CH2:4][CH2:5][NH:6][S:34]([C:29]1[C:30]2[C:25](=[C:24]([N:23]([CH3:38])[CH3:22])[CH:33]=[CH:32][CH:31]=2)[CH:26]=[CH:27][CH:28]=1)(=[O:36])=[O:35])=[N+:2]=[N-:3]. The yield is 0.860. (6) The reactants are [CH3:1][O:2][C:3](=[O:14])[C:4]1[C:5](=[CH:7][CH:8]=[C:9]([C:11](=[O:13])[CH3:12])[CH:10]=1)[OH:6].[C:15](=O)([O-])[O-].[Na+].[Na+].CI.Cl. The catalyst is O.CN(C)C=O. The product is [CH3:1][O:2][C:3](=[O:14])[C:4]1[CH:10]=[C:9]([C:11](=[O:13])[CH3:12])[CH:8]=[CH:7][C:5]=1[O:6][CH3:15]. The yield is 0.965.